Dataset: Forward reaction prediction with 1.9M reactions from USPTO patents (1976-2016). Task: Predict the product of the given reaction. (1) Given the reactants [C:1](OCC)(=[O:10])[CH:2]=[CH:3][CH2:4][C:5]([O:7][CH2:8][CH3:9])=[O:6].[OH:14][C:15]1[CH:22]=[C:21]([OH:23])[CH:20]=[CH:19][C:16]=1[CH:17]=O, predict the reaction product. The product is: [OH:23][C:21]1[CH:22]=[C:15]2[C:16]([CH:17]=[C:2](/[CH:3]=[CH:4]/[C:5]([O:7][CH2:8][CH3:9])=[O:6])[C:1](=[O:10])[O:14]2)=[CH:19][CH:20]=1. (2) Given the reactants [NH2:1][C:2]1[N:7]=[CH:6][C:5]([C:8]2[CH:9]=[N:10][N:11]([CH:13]3[CH2:18][CH2:17][N:16]([CH:19]=O)[CH2:15][CH2:14]3)[CH:12]=2)=[CH:4][C:3]=1[C:21]1[N:22]=[CH:23][C:24]2[C:29]([CH:30]=1)=[C:28]([Cl:31])[CH:27]=[CH:26][C:25]=2[F:32].C1COCC1.[H-].[H-].[H-].[H-].[Li+].[Al+3].O.O.O.O.O.O.O.O.O.O.S([O-])([O-])(=O)=O.[Na+].[Na+], predict the reaction product. The product is: [Cl:31][C:28]1[CH:27]=[CH:26][C:25]([F:32])=[C:24]2[C:29]=1[CH:30]=[C:21]([C:3]1[C:2]([NH2:1])=[N:7][CH:6]=[C:5]([C:8]3[CH:9]=[N:10][N:11]([CH:13]4[CH2:14][CH2:15][N:16]([CH3:19])[CH2:17][CH2:18]4)[CH:12]=3)[CH:4]=1)[N:22]=[CH:23]2. (3) Given the reactants CS(C)=O.C(Cl)(=O)C(Cl)=O.[CH2:11]([O:18][CH2:19][CH2:20][OH:21])[C:12]1[CH:17]=[CH:16][CH:15]=[CH:14][CH:13]=1.CCN(CC)CC, predict the reaction product. The product is: [CH2:11]([O:18][CH2:19][CH:20]=[O:21])[C:12]1[CH:17]=[CH:16][CH:15]=[CH:14][CH:13]=1. (4) Given the reactants [C:1]([C:5]1[N:10]=[C:9]([NH:11][CH2:12][C:13]2[O:14][CH:15]=[CH:16][N:17]=2)[C:8]([C:18]([N:20]([CH2:42][CH:43]([CH3:45])[CH3:44])[C@H:21]2[CH2:26][C@@H:25]([C:27]([N:29]3[CH2:34][CH2:33][O:32][CH2:31][CH2:30]3)=[O:28])[CH2:24][N:23](C(OC(C)(C)C)=O)[CH2:22]2)=[O:19])=[CH:7][N:6]=1)([CH3:4])([CH3:3])[CH3:2].C(OCC)(=O)C.[ClH:52], predict the reaction product. The product is: [ClH:52].[ClH:52].[C:1]([C:5]1[N:10]=[C:9]([NH:11][CH2:12][C:13]2[O:14][CH:15]=[CH:16][N:17]=2)[C:8]([C:18]([N:20]([CH2:42][CH:43]([CH3:45])[CH3:44])[C@H:21]2[CH2:26][C@@H:25]([C:27]([N:29]3[CH2:30][CH2:31][O:32][CH2:33][CH2:34]3)=[O:28])[CH2:24][NH:23][CH2:22]2)=[O:19])=[CH:7][N:6]=1)([CH3:4])([CH3:3])[CH3:2].